Dataset: Full USPTO retrosynthesis dataset with 1.9M reactions from patents (1976-2016). Task: Predict the reactants needed to synthesize the given product. (1) Given the product [CH:1]([C:4]1[NH:5][C:6]([C:22]2[CH:27]=[CH:26][CH:25]=[C:24]([CH3:28])[N:23]=2)=[C:7]([C:9]2[CH:14]=[CH:13][CH:12]=[C:11]([C:15]3[NH:19][C:18]([CH3:20])=[CH:17][CH:16]=3)[CH:10]=2)[N:8]=1)([CH3:3])[CH3:2], predict the reactants needed to synthesize it. The reactants are: [CH:1]([C:4]1[NH:5][C:6]([C:22]2[CH:27]=[CH:26][CH:25]=[C:24]([CH3:28])[N:23]=2)=[C:7]([C:9]2[CH:10]=[C:11]([C:15]3[NH:19][C:18]([CH:20]=O)=[CH:17][CH:16]=3)[CH:12]=[CH:13][CH:14]=2)[N:8]=1)([CH3:3])[CH3:2].[H-].[Li+].[Al+3].[H-].[H-].[H-].O.[OH-].[Na+]. (2) Given the product [Cl:1][C:2]1([Cl:9])[CH2:4][C:3]1([CH3:8])[C:5]([Cl:12])=[O:6], predict the reactants needed to synthesize it. The reactants are: [Cl:1][C:2]1([Cl:9])[CH2:4][C:3]1([CH3:8])[C:5](O)=[O:6].S(Cl)([Cl:12])=O.[OH-].[Na+]. (3) Given the product [CH2:10]([O:12][C:13]([CH:15]1[CH2:20][CH2:19][CH:18]([NH:6][C:5]2[CH:7]=[CH:8][C:2]([F:1])=[CH:3][C:4]=2[I:9])[CH2:17][CH2:16]1)=[O:14])[CH3:11], predict the reactants needed to synthesize it. The reactants are: [F:1][C:2]1[CH:8]=[CH:7][C:5]([NH2:6])=[C:4]([I:9])[CH:3]=1.[CH2:10]([O:12][C:13]([CH:15]1[CH2:20][CH2:19][C:18](=O)[CH2:17][CH2:16]1)=[O:14])[CH3:11].C(O)(=O)C.C(O[BH3-])(=O)C.[Na+]. (4) Given the product [CH3:14][N:23]([CH3:22])[C@H:2]1[CH2:6][CH2:5][N:4]([C:7]([O:9][CH2:10][CH2:11][CH2:12][CH3:13])=[O:8])[CH2:3]1, predict the reactants needed to synthesize it. The reactants are: N[C@H:2]1[CH2:6][CH2:5][N:4]([C:7]([O:9][CH2:10][CH2:11][CH2:12][CH3:13])=[O:8])[CH2:3]1.[CH2:14]=O.S([O-])([O-])(=O)=O.[Mg+2].[C:22]([BH3-])#[N:23].[Na+]. (5) Given the product [CH2:1]([N:8]1[CH2:17][CH2:16][C:15]2[N:14]=[C:13]([O:22][C:20]([CH3:23])([CH3:21])[CH3:19])[CH:12]=[CH:11][C:10]=2[CH2:9]1)[C:2]1[CH:7]=[CH:6][CH:5]=[CH:4][CH:3]=1, predict the reactants needed to synthesize it. The reactants are: [CH2:1]([N:8]1[CH2:17][CH2:16][C:15]2[N:14]=[C:13](Cl)[CH:12]=[CH:11][C:10]=2[CH2:9]1)[C:2]1[CH:7]=[CH:6][CH:5]=[CH:4][CH:3]=1.[CH3:19][C:20]([CH3:23])([O-:22])[CH3:21].[Na+].C1(C)C=CC=CC=1. (6) Given the product [Cl:18][C:19]1[CH:26]=[CH:25][C:22]([CH:23]2[C:6]3[C:5](=[CH:4][C:3]([O:11][CH3:12])=[C:2]([OH:1])[CH:7]=3)[CH2:8][C:9](=[O:14])[NH:10]2)=[CH:21][CH:20]=1, predict the reactants needed to synthesize it. The reactants are: [OH:1][C:2]1[CH:7]=[CH:6][C:5]([CH2:8][C:9]#[N:10])=[CH:4][C:3]=1[O:11][CH3:12].P(=O)(O)(O)[OH:14].[Cl:18][C:19]1[CH:26]=[CH:25][C:22]([CH:23]=O)=[CH:21][CH:20]=1. (7) The reactants are: [C:1](=[O:4])([O-:3])[NH2:2].[O:5]1[CH2:9][CH2:8][C@H:7](O)[CH2:6]1.C1C([N+]([O-])=O)=CC=C([Cl-]C([O-])=O)C=1.Cl.N[C@@H:26]([CH2:55][C:56]1[CH:61]=[CH:60][CH:59]=[CH:58][CH:57]=1)[C@H:27]([OH:54])[CH2:28][N:29]([CH2:50][CH:51]([CH3:53])[CH3:52])[S:30]([C:33]1[CH:38]=[CH:37][C:36]([N:39]2[C:47](=[O:48])[C:46]3[C:41](=[CH:42][CH:43]=[CH:44][CH:45]=3)[C:40]2=[O:49])=[CH:35][CH:34]=1)(=[O:32])=[O:31].ON1C2C=CC=CC=2N=N1. Given the product [O:49]=[C:40]1[C:41]2[C:46](=[CH:45][CH:44]=[CH:43][CH:42]=2)[C:47](=[O:48])[N:39]1[C:36]1[CH:35]=[CH:34][C:33]([S:30]([N:29]([CH2:28][C@@H:27]([OH:54])[C@@H:26]([NH:2][C:1](=[O:3])[O:4][C@H:7]2[CH2:8][CH2:9][O:5][CH2:6]2)[CH2:55][C:56]2[CH:57]=[CH:58][CH:59]=[CH:60][CH:61]=2)[CH2:50][CH:51]([CH3:52])[CH3:53])(=[O:32])=[O:31])=[CH:38][CH:37]=1, predict the reactants needed to synthesize it.